Dataset: Reaction yield outcomes from USPTO patents with 853,638 reactions. Task: Predict the reaction yield, written as a fraction of the theoretical maximum amount of product (1.0 means a 100% yield; for example, 0.34 means a 34% yield). (1) The reactants are [NH2:1][C:2]1[CH:11]=[CH:10][CH:9]=[C:8]2[C:3]=1[CH:4]=[CH:5][N:6]=[CH:7]2.[Cl:12][C:13]1[CH:18]=[CH:17][C:16]([C:19]([N:22]=[C:23]=[O:24])([CH3:21])[CH3:20])=[CH:15][CH:14]=1. The catalyst is C1COCC1. The product is [Cl:12][C:13]1[CH:14]=[CH:15][C:16]([C:19]([NH:22][C:23]([NH:1][C:2]2[CH:11]=[CH:10][CH:9]=[C:8]3[C:3]=2[CH:4]=[CH:5][N:6]=[CH:7]3)=[O:24])([CH3:21])[CH3:20])=[CH:17][CH:18]=1. The yield is 0.340. (2) The reactants are [CH3:1][O:2][C:3]1[CH:4]=[C:5]([NH:26][C:27]([CH:29]2[CH2:31][CH2:30]2)=[O:28])[CH:6]=[CH:7][C:8]=1[C:9]1[O:10][C:11]([C:14]2[C:15]([C:20]3[CH:25]=[CH:24][CH:23]=[CH:22][CH:21]=3)=[N:16][O:17][C:18]=2[CH3:19])=[N:12][N:13]=1.[CH3:32][Si]([N-][Si](C)(C)C)(C)C.[K+].IC. The catalyst is CN(C=O)C. The product is [CH3:1][O:2][C:3]1[CH:4]=[C:5]([N:26]([CH3:32])[C:27]([CH:29]2[CH2:30][CH2:31]2)=[O:28])[CH:6]=[CH:7][C:8]=1[C:9]1[O:10][C:11]([C:14]2[C:15]([C:20]3[CH:25]=[CH:24][CH:23]=[CH:22][CH:21]=3)=[N:16][O:17][C:18]=2[CH3:19])=[N:12][N:13]=1. The yield is 0.580.